Dataset: Forward reaction prediction with 1.9M reactions from USPTO patents (1976-2016). Task: Predict the product of the given reaction. Given the reactants [NH2:1][N:2]1[CH:6]=[C:5]([F:7])[CH:4]=[C:3]1[C:8]([O:10]C)=O.C(O/[CH:15]=[CH:16]/[C:17]([O:19][CH2:20][CH3:21])=[O:18])C.C1(C)C(S(O)(=O)=O)=CC=CC=1.CC(C)([O-])C.[Na+], predict the reaction product. The product is: [F:7][C:5]1[CH:4]=[C:3]2[C:8]([OH:10])=[C:16]([C:17]([O:19][CH2:20][CH3:21])=[O:18])[CH:15]=[N:1][N:2]2[CH:6]=1.